This data is from Catalyst prediction with 721,799 reactions and 888 catalyst types from USPTO. The task is: Predict which catalyst facilitates the given reaction. Reactant: Cl[C:2]1[C:3]([N:8]2[CH2:13][CH2:12][O:11][CH2:10][CH2:9]2)=[N:4][CH:5]=[CH:6][N:7]=1.[OH-:14].[Na+].O. Product: [O:11]1[CH2:12][CH2:13][N:8]([C:3]2[C:2](=[O:14])[NH:7][CH:6]=[CH:5][N:4]=2)[CH2:9][CH2:10]1. The catalyst class is: 16.